This data is from Reaction yield outcomes from USPTO patents with 853,638 reactions. The task is: Predict the reaction yield, written as a fraction of the theoretical maximum amount of product (1.0 means a 100% yield; for example, 0.34 means a 34% yield). (1) The reactants are C(OC([NH:8][C@@H:9]([CH2:13][C:14]1[CH:19]=[CH:18][C:17]([O:20][CH3:21])=[CH:16][CH:15]=1)[C:10]([OH:12])=[O:11])=O)(C)(C)C.S(=O)(=O)(O)O.[OH-].[Na+].[C:29](=O)([O-])O.[Na+]. The catalyst is CO. The yield is 0.900. The product is [NH2:8][C@@H:9]([CH2:13][C:14]1[CH:19]=[CH:18][C:17]([O:20][CH3:21])=[CH:16][CH:15]=1)[C:10]([O:12][CH3:29])=[O:11]. (2) The reactants are [Br:1][C:2]1[C:11]2[C:6](=[CH:7][CH:8]=[C:9]([O:12][CH3:13])[N:10]=2)[N:5]=[CH:4][C:3]=1[NH2:14].[F:15][B-:16]([F:19])([F:18])[F:17].[N:20]#[O+]. The product is [F:15][B-:16]([F:19])([F:18])[F:17].[Br:1][C:2]1[C:11]2[C:6](=[CH:7][CH:8]=[C:9]([O:12][CH3:13])[N:10]=2)[N:5]=[CH:4][C:3]=1[N+:14]#[N:20]. The catalyst is C1COCC1. The yield is 0.900.